Dataset: Forward reaction prediction with 1.9M reactions from USPTO patents (1976-2016). Task: Predict the product of the given reaction. (1) Given the reactants [Cl:1][C:2]1[N:3]=[C:4]([N:11]2[CH2:16][CH2:15][O:14][CH2:13][CH2:12]2)[C:5]2[CH:10]=[CH:9][S:8][C:6]=2[N:7]=1.[Li]CCCC.[CH3:22][C:23]([CH3:25])=[O:24], predict the reaction product. The product is: [Cl:1][C:2]1[N:3]=[C:4]([N:11]2[CH2:16][CH2:15][O:14][CH2:13][CH2:12]2)[C:5]2[CH:10]=[C:9]([C:23]([OH:24])([CH3:25])[CH3:22])[S:8][C:6]=2[N:7]=1. (2) The product is: [O:1]1[C:5]2[CH:6]=[CH:7][C:8]([C:10](=[O:16])[CH2:11][CH2:12][C:13]([OH:15])=[O:14])=[CH:9][C:4]=2[CH2:3][CH2:2]1. Given the reactants [O:1]1[C:5]2[CH:6]=[CH:7][CH:8]=[CH:9][C:4]=2[CH2:3][CH2:2]1.[C:10]1(=[O:16])[O:15][C:13](=[O:14])[CH2:12][CH2:11]1.[Cl-].[Al+3].[Cl-].[Cl-].Cl, predict the reaction product. (3) Given the reactants CC(C)=[O:3].OS(O)(=O)=O.O=[Cr](=O)=O.[CH2:14]([O:21][C:22]1[CH:23]=[C:24]([CH:29]=[C:30]([O:32][C:33]2[CH:38]=[CH:37][C:36]([CH:39]=[O:40])=[CH:35][CH:34]=2)[CH:31]=1)[C:25]([O:27][CH3:28])=[O:26])[C:15]1[CH:20]=[CH:19][CH:18]=[CH:17][CH:16]=1, predict the reaction product. The product is: [CH2:14]([O:21][C:22]1[CH:31]=[C:30]([CH:29]=[C:24]([C:25]([O:27][CH3:28])=[O:26])[CH:23]=1)[O:32][C:33]1[CH:38]=[CH:37][C:36]([C:39]([OH:3])=[O:40])=[CH:35][CH:34]=1)[C:15]1[CH:20]=[CH:19][CH:18]=[CH:17][CH:16]=1. (4) Given the reactants [CH3:1][C:2]1[N:3]([NH:13]C(=O)OC(C)(C)C)[CH:4]=[C:5]([C:7]2[CH:8]=[N:9][N:10]([CH3:12])[CH:11]=2)[N:6]=1.[F:21][C:22]([F:27])([F:26])[C:23]([OH:25])=[O:24], predict the reaction product. The product is: [F:21][C:22]([F:27])([F:26])[C:23]([OH:25])=[O:24].[CH3:1][C:2]1[N:3]([NH2:13])[CH:4]=[C:5]([C:7]2[CH:8]=[N:9][N:10]([CH3:12])[CH:11]=2)[N:6]=1. (5) The product is: [CH:1]1([CH2:10][OH:11])[NH:6][CH2:5][CH2:4][N:3]2[CH:7]=[CH:8][CH:9]=[C:2]12. Given the reactants [C:1]1([C:10](OCC)=[O:11])[C:2]2[N:3]([CH:7]=[CH:8][CH:9]=2)[CH2:4][CH2:5][N:6]=1.[H-].[H-].[H-].[H-].[Li+].[Al+3], predict the reaction product.